This data is from Full USPTO retrosynthesis dataset with 1.9M reactions from patents (1976-2016). The task is: Predict the reactants needed to synthesize the given product. (1) The reactants are: Cl.[NH:2]1[CH2:7][CH2:6][CH:5]([CH:8]([C:10]2[CH:15]=[CH:14][C:13]([O:16][C:17]([F:20])([F:19])[F:18])=[CH:12][CH:11]=2)[OH:9])[CH2:4][CH2:3]1.BrCC1C=C[C:26]([C:29]2[N:30]=[N:31][N:32]([CH3:34])[N:33]=2)=CC=1.C(N(CC)C(C)C)(C)C. Given the product [CH3:34][N:32]1[N:31]=[N:30][C:29]([CH2:26][N:2]2[CH2:7][CH2:6][CH:5]([CH:8]([C:10]3[CH:15]=[CH:14][C:13]([O:16][C:17]([F:18])([F:19])[F:20])=[CH:12][CH:11]=3)[OH:9])[CH2:4][CH2:3]2)=[N:33]1, predict the reactants needed to synthesize it. (2) Given the product [CH2:17]([NH:16][C:14](=[O:15])[NH:13][C:6]1[N:7]=[CH:8][C:9]2[C:4]([CH:5]=1)=[CH:3][C:2]([NH:1][CH2:27][C:26]1[CH:25]=[CH:24][C:23]([NH:22][C:19](=[O:21])[CH3:20])=[CH:30][CH:29]=1)=[CH:11][C:10]=2[CH3:12])[CH3:18], predict the reactants needed to synthesize it. The reactants are: [NH2:1][C:2]1[CH:3]=[C:4]2[C:9](=[C:10]([CH3:12])[CH:11]=1)[CH:8]=[N:7][C:6]([NH:13][C:14]([NH:16][CH2:17][CH3:18])=[O:15])=[CH:5]2.[C:19]([NH:22][C:23]1[CH:30]=[CH:29][C:26]([CH:27]=O)=[CH:25][CH:24]=1)(=[O:21])[CH3:20]. (3) Given the product [CH2:17]([O:16][C:7]1[CH:8]=[C:9]([C:12]([F:14])([F:13])[F:15])[CH:10]=[CH:11][C:6]=1[CH:5]=[CH:4][C:3]([OH:21])=[O:2])[CH2:18][CH2:19][CH3:20], predict the reactants needed to synthesize it. The reactants are: C[O:2][C:3](=[O:21])[CH:4]=[CH:5][C:6]1[CH:11]=[CH:10][C:9]([C:12]([F:15])([F:14])[F:13])=[CH:8][C:7]=1[O:16][CH2:17][CH2:18][CH2:19][CH3:20].[Li+].[OH-]. (4) Given the product [Cl:1][C:2]1[CH:7]=[C:6]([Cl:8])[CH:5]=[CH:4][C:3]=1[C:9]1[N:14]=[C:13]([NH:19][CH2:20][CH2:21][NH:22][C:23]2[CH:28]=[CH:27][C:26]([N+:29]([O-:31])=[O:30])=[CH:25][N:24]=2)[CH:12]=[N:11][C:10]=1[N+:16]([O-:18])=[O:17], predict the reactants needed to synthesize it. The reactants are: [Cl:1][C:2]1[CH:7]=[C:6]([Cl:8])[CH:5]=[CH:4][C:3]=1[C:9]1[C:10]([N+:16]([O-:18])=[O:17])=[N:11][CH:12]=[C:13](Br)[N:14]=1.[NH2:19][CH2:20][CH2:21][NH:22][C:23]1[CH:28]=[CH:27][C:26]([N+:29]([O-:31])=[O:30])=[CH:25][N:24]=1.C(N(C(C)C)CC)(C)C. (5) Given the product [S:1]1[C:5]2[CH:6]=[CH:7][CH:8]=[CH:9][C:4]=2[N:3]=[C:2]1[CH2:10][C@H:11]1[CH2:15][O:14][CH2:13][C@H:12]1[N:21]1[C:17](=[O:27])[C:18]2[C:19](=[CH:23][CH:24]=[CH:25][CH:26]=2)[C:20]1=[O:22], predict the reactants needed to synthesize it. The reactants are: [S:1]1[C:5]2[CH:6]=[CH:7][CH:8]=[CH:9][C:4]=2[N:3]=[C:2]1[CH2:10][C@@H:11]1[CH2:15][O:14][CH2:13][C@H:12]1O.[C:17]1(=[O:27])[NH:21][C:20](=[O:22])[C:19]2=[CH:23][CH:24]=[CH:25][CH:26]=[C:18]12.C1(P(C2C=CC=CC=2)C2C=CC=CC=2)C=CC=CC=1.N(C(OCC)=O)=NC(OCC)=O. (6) Given the product [CH2:41]([NH:22][C:4]([NH:28][CH2:29][C:30]([O:32][CH2:33][C:34]1[CH:39]=[CH:38][CH:37]=[CH:36][CH:35]=1)=[O:31])=[O:6])[CH:40]([CH3:46])[CH3:45], predict the reactants needed to synthesize it. The reactants are: CC(C)C[C:4]([OH:6])=O.C1C=CC(P([N:22]=[N+]=[N-])(C2C=CC=CC=2)=O)=CC=1.N#N.Cl.[NH2:28][CH2:29][C:30]([O:32][CH2:33][C:34]1[CH:39]=[CH:38][CH:37]=[CH:36][CH:35]=1)=[O:31].[C:40]1([CH3:46])[CH:45]=CC=C[CH:41]=1.